This data is from Experimentally validated miRNA-target interactions with 360,000+ pairs, plus equal number of negative samples. The task is: Binary Classification. Given a miRNA mature sequence and a target amino acid sequence, predict their likelihood of interaction. (1) The miRNA is mmu-miR-509-5p with sequence UACUCCAGAAUGUGGCAAUCAU. The protein sequence of the target gene is MADSLDEFIEEQKAKLAKDKAELESDPPYMEMKGKASEKLSENSKILISMAKENIPPSSQQQPKGPLGIEYGLSLPLGEDYEQKKHKLKEELRQDYRRYLTQGITQAKRKKNFLSTGETDPSTLGVSLPIDERLSAKERLKLERNREYNQFLRGKAESTEKVRQVEKNIEPKSQRNKNPISQGKSDLPLQIQTAYTHSEGPWLSRQEEGLYRQLDGEIELRSRRPLKQTKEEVGISGAEHPSLSGSAGVPERRARRANGERVLDRQHCRADRDPGVSEDMDERFRFESDFDRRLLRVYTN.... Result: 0 (no interaction). (2) The miRNA is hsa-miR-4717-3p with sequence ACACAUGGGUGGCUGUGGCCU. The protein sequence of the target gene is MRSGEPACTMDQARGLDDAAARGGQCPGLGPAPTPTPPGRLGAPYSEAWGYFHLAPGRPGHPSGHWATCRLCGEQVGRGPGFHAGTSALWRHLRSAHRRELESSGAGSSPPAAPCPPPPGPAAAPEGDWARLLEQMGALAVRGSRRERELERRELAVEQGERALERRRRALQEEERAAAQARRELQAEREALQARLRDVSRREGALGWAPAAPPPLKDDPEGDRDGCVITKVLL. Result: 1 (interaction). (3) The miRNA is mmu-miR-3075-5p with sequence UGUCUGGGAGCAGCCAAGGAC. The protein sequence of the target gene is MVFTQAPAEIMGHLRIRSLLARQCLAEFLGVFVLMLLTQGAVAQAVTSGETKGNFFTMFLAGSLAVTIAIYVGGNVSGAHLNPAFSLAMCIVGRLPWVKLPIYILVQLLSAFCASGATYVLYHDALQNYTGGNLTVTGPKETASIFATYPAPYLSLNNGFLDQVLGTGMLIVGLLAILDRRNKGVPAGLEPVVVGMLILALGLSMGANCGIPLNPARDLGPRLFTYVAGWGPEVFSAGNGWWWVPVVAPLVGATVGTATYQLLVALHHPEGPEPAQDLVSAQHKASELETPASAQMLECK.... Result: 0 (no interaction). (4) The miRNA is hsa-miR-639 with sequence AUCGCUGCGGUUGCGAGCGCUGU. The protein sequence of the target gene is MEPQEERETQVAAWLKKIFGDHPIPQYEVNPRTTEILHHLSERNRVRDRDVYLVIEDLKQKASEYESEAKYLQDLLMESVNFSPANLSSTGSRYLNALVDSAVALETKDTSLASFIPAVNDLTSDLFRTKSKSEEIKIELEKLEKNLTATLVLEKCLQEDVKKAELHLSTERAKVDNRRQNMDFLKAKSEEFRFGIKAAEEQLSARGMDASLSHQSLVALSEKLARLKQQTIPLKKKLESYLDLMPNPSLAQVKIEEAKRELDSIEAELTRRVDMMEL. Result: 0 (no interaction). (5) The miRNA is hsa-miR-335-5p with sequence UCAAGAGCAAUAACGAAAAAUGU. The protein sequence of the target gene is MKDRLQELKQRTKEIELSRDSHVSTTETEEQGVFLQQAVIYEREPVAERHLHEIQKLQESINNLADNVQKFGQQQKSLVASMRRFSLLKRESTITKEIKIQAEYINRSLNDLVKEVKKSEVENGPSSVVTRILKSQHAAMFRHFQQIMFIYNDTIAAKQEKCKTFILRQLEVAGKEMSEEDVNDMLHQGKWEVFNESLLTEINITKAQLSEIEQRHKELVNLENQIKDLRDLFIQISLLVEEQGESINNIEMTVNSTKEYVNNTKEKFGLAVKYKKRNPCRVLCCWCCPCCSSK. Result: 1 (interaction). (6) The miRNA is hsa-miR-4717-5p with sequence UAGGCCACAGCCACCCAUGUGU. The protein sequence of the target gene is MAKFMTPVIQDNPSGWGPCAVPEQFRDMPYQPFSKGDRLGKVADWTGATYQDKRYTNKYSSQFGGGSQYAYFHEEDESSFQLVDTARTQKTAYQRNRMRFAQRNLRRDKDRRNMLQFNLQILPKSAKQKERERIRLQKKFQKQFGVRQKWDQKSQKPRDSSVEVRSDWEVKEEMDFPQLMKMRYLEVSEPQDIECCGALEYYDKAFDRITTRSEKPLRSIKRIFHTVTTTDDPVIRKLAKTQGNVFATDAILATLMSCTRSVYSWDIVVQRVGSKLFFDKRDNSDFDLLTVSETANEPPQ.... Result: 0 (no interaction).